From a dataset of Forward reaction prediction with 1.9M reactions from USPTO patents (1976-2016). Predict the product of the given reaction. (1) Given the reactants Cl.[Cl:2][C:3]1[CH:4]=[C:5]2[C:9](=[CH:10][CH:11]=1)[NH:8][CH:7]=[C:6]2[CH2:12][CH2:13][NH2:14].C1CN([P+](ON2N=NC3C=CC=CC2=3)(N2CCCC2)N2CCCC2)CC1.F[P-](F)(F)(F)(F)F.C(N(CC)C(C)C)(C)C.[O:57]=[C:58]1[CH:62]([C:63](O)=[O:64])[CH2:61][CH2:60][N:59]1[C:66]1[CH:71]=[CH:70][C:69]([CH3:72])=[CH:68][CH:67]=1, predict the reaction product. The product is: [Cl:2][C:3]1[CH:4]=[C:5]2[C:9](=[CH:10][CH:11]=1)[NH:8][CH:7]=[C:6]2[CH2:12][CH2:13][NH:14][C:63]([CH:62]1[CH2:61][CH2:60][N:59]([C:66]2[CH:71]=[CH:70][C:69]([CH3:72])=[CH:68][CH:67]=2)[C:58]1=[O:57])=[O:64]. (2) Given the reactants [C:1](N1C=CC=CC1=O)(N1C=CC=CC1=O)=[S:2].[N:17]1[CH:22]=[CH:21][C:20]([C:23]2[N:28]=[CH:27][N:26]=[C:25]([NH2:29])[CH:24]=2)=[CH:19][CH:18]=1, predict the reaction product. The product is: [N:29]([C:25]1[CH:24]=[C:23]([C:20]2[CH:19]=[CH:18][N:17]=[CH:22][CH:21]=2)[N:28]=[CH:27][N:26]=1)=[C:1]=[S:2]. (3) Given the reactants [Na+].[N:2]1[CH:7]=[CH:6][CH:5]=[CH:4][C:3]=1[S:8]([O-:10])=[O:9].Br[C:12]1[CH:16]=[CH:15][S:14][C:13]=1[CH:17]=[O:18], predict the reaction product. The product is: [N:2]1[CH:7]=[CH:6][CH:5]=[CH:4][C:3]=1[S:8]([C:12]1[CH:16]=[CH:15][S:14][C:13]=1[CH:17]=[O:18])(=[O:10])=[O:9]. (4) Given the reactants C(OC([N:8]1[CH2:12][CH2:11][CH2:10][C@H:9]1[CH2:13][NH:14][C:15]1[C:24]2[C:19](=[CH:20][CH:21]=[CH:22][CH:23]=2)[CH:18]=[C:17]([C:25]2[NH:29][C:28](=[O:30])[NH:27][N:26]=2)[N:16]=1)=O)(C)(C)C.C(O)(C(F)(F)F)=O, predict the reaction product. The product is: [NH:8]1[CH2:12][CH2:11][CH2:10][C@H:9]1[CH2:13][NH:14][C:15]1[C:24]2[C:19](=[CH:20][CH:21]=[CH:22][CH:23]=2)[CH:18]=[C:17]([C:25]2[NH:29][C:28](=[O:30])[NH:27][N:26]=2)[N:16]=1. (5) Given the reactants Br[CH2:2][C:3]([O:5][CH2:6][CH3:7])=[O:4].Br[C:9]1[CH:18]=[CH:17][C:16]2[C:11](=[CH:12][CH:13]=[CH:14][CH:15]=2)[N:10]=1.C(OCC)(=O)C.O, predict the reaction product. The product is: [CH2:6]([O:5][C:3](=[O:4])[CH2:2][C:9]1[CH:18]=[CH:17][C:16]2[C:11](=[CH:12][CH:13]=[CH:14][CH:15]=2)[N:10]=1)[CH3:7]. (6) The product is: [NH2:12][C:11]1[CH:10]=[N:9][N:8]([CH3:15])[C:7]=1[C:5]([N:1]1[CH2:4][CH2:3][CH2:2]1)=[O:6]. Given the reactants [N:1]1([C:5]([C:7]2[N:8]([CH3:15])[N:9]=[CH:10][C:11]=2[N+:12]([O-])=O)=[O:6])[CH2:4][CH2:3][CH2:2]1, predict the reaction product. (7) Given the reactants [NH2:1][C:2]1[N:7]=[CH:6][N:5]=[C:4]2[N:8]([CH:11]3[CH2:16][CH2:15][N:14]([CH2:17][C:18]4[CH:23]=[CH:22][C:21]([C:24]5[C:31]([C:32]6[CH:37]=[CH:36][CH:35]=[CH:34][CH:33]=6)=[CH:30][C:27]([C:28]#[N:29])=[CH:26][N:25]=5)=[CH:20][CH:19]=4)[CH2:13][CH2:12]3)[N:9]=[CH:10][C:3]=12.N[NH:39][C:40]([NH2:42])=[S:41].C(=O)(O)[O-].[Na+], predict the reaction product. The product is: [NH2:42][C:40]1[S:41][C:28]([C:27]2[CH:30]=[C:31]([C:32]3[CH:37]=[CH:36][CH:35]=[CH:34][CH:33]=3)[C:24]([C:21]3[CH:20]=[CH:19][C:18]([CH2:17][N:14]4[CH2:15][CH2:16][CH:11]([N:8]5[C:4]6=[N:5][CH:6]=[N:7][C:2]([NH2:1])=[C:3]6[CH:10]=[N:9]5)[CH2:12][CH2:13]4)=[CH:23][CH:22]=3)=[N:25][CH:26]=2)=[N:29][N:39]=1. (8) Given the reactants [OH:1][C@@H:2]([CH2:6][C:7]1[CH:12]=[CH:11][C:10]([O:13][C:14]([CH3:17])([CH3:16])[CH3:15])=[CH:9][CH:8]=1)[C:3]([OH:5])=[O:4].[H-].[Na+].[CH2:20](I)[CH3:21], predict the reaction product. The product is: [CH2:20]([O:1][C@@H:2]([CH2:6][C:7]1[CH:8]=[CH:9][C:10]([O:13][C:14]([CH3:17])([CH3:16])[CH3:15])=[CH:11][CH:12]=1)[C:3]([OH:5])=[O:4])[CH3:21]. (9) The product is: [Cl:1][C:2]1[CH:9]=[CH:8][CH:7]=[C:6]([N:11]2[CH2:16][CH2:15][O:14][CH2:13][CH2:12]2)[C:3]=1[CH:4]=[O:5]. Given the reactants [Cl:1][C:2]1[CH:9]=[CH:8][CH:7]=[C:6](F)[C:3]=1[CH:4]=[O:5].[NH:11]1[CH2:16][CH2:15][O:14][CH2:13][CH2:12]1.C(=O)([O-])[O-].[K+].[K+].CS(C)=O, predict the reaction product.